This data is from Retrosynthesis with 50K atom-mapped reactions and 10 reaction types from USPTO. The task is: Predict the reactants needed to synthesize the given product. Given the product COC(=O)C(=O)c1ccc(OCc2ccc3ccccc3c2)cc1, predict the reactants needed to synthesize it. The reactants are: BrCc1ccc2ccccc2c1.COC(=O)C(=O)c1ccc(O)cc1.